This data is from Catalyst prediction with 721,799 reactions and 888 catalyst types from USPTO. The task is: Predict which catalyst facilitates the given reaction. (1) Reactant: [N:1]1([C:6]2[CH:11]=[CH:10][C:9]([CH:12]3[CH2:17][CH2:16][N:15]([C:18]([C:20]4[CH:21]=[CH:22][C:23]([CH3:36])=[C:24]([NH:26][C:27](=[O:35])[C:28]5[CH:33]=[CH:32][C:31](Cl)=[N:30][CH:29]=5)[CH:25]=4)=[O:19])[CH2:14][CH2:13]3)=[CH:8][CH:7]=2)[CH:5]=[CH:4][N:3]=[CH:2]1.[CH:37]([NH2:40])([CH3:39])[CH3:38]. Product: [N:1]1([C:6]2[CH:11]=[CH:10][C:9]([CH:12]3[CH2:17][CH2:16][N:15]([C:18]([C:20]4[CH:21]=[CH:22][C:23]([CH3:36])=[C:24]([NH:26][C:27](=[O:35])[C:28]5[CH:33]=[CH:32][C:31]([NH:40][CH:37]([CH3:39])[CH3:38])=[N:30][CH:29]=5)[CH:25]=4)=[O:19])[CH2:14][CH2:13]3)=[CH:8][CH:7]=2)[CH:5]=[CH:4][N:3]=[CH:2]1. The catalyst class is: 258. (2) The catalyst class is: 49. Product: [CH3:1][C:2]1[C:25]([O:26][CH3:27])=[CH:24][C:5]2[C:6](=[O:23])[N:7]3[CH2:22][CH2:21][CH2:20][CH:8]3[CH:9]=[N:10][C:4]=2[C:3]=1[O:28][CH3:29]. Reactant: [CH3:1][C:2]1[C:25]([O:26][CH3:27])=[CH:24][C:5]2[C:6](=[O:23])[N:7]3[CH2:22][CH2:21][CH2:20][C@H:8]3[C@H:9](O)[N:10](C(OCC(Cl)(Cl)Cl)=O)[C:4]=2[C:3]=1[O:28][CH3:29]. (3) Reactant: O1C2C=CC=CC=2[C:3]([CH2:10][CH2:11][CH2:12][NH:13][CH2:14][C@@H:15]2[O:29][C:19]3=[C:20]4[C:25](=[CH:26][CH:27]=[C:18]3[O:17][CH2:16]2)[N:24]=[C:23]([CH3:28])[CH:22]=[CH:21]4)=C1.[CH:30](=[O:32])[CH3:31].C(O[BH-](O[C:43](=O)[CH3:44])OC(=O)C)(=O)C.[Na+].[C:47](O)(=O)[CH3:48]. Product: [O:32]1[C:3]2[CH:10]=[CH:11][CH:12]=[CH:47][C:48]=2[C:31]([CH2:3][CH2:10][CH2:11][CH2:12][N:13]([CH2:43][CH3:44])[CH2:14][C@@H:15]2[O:29][C:19]3=[C:20]4[C:25](=[CH:26][CH:27]=[C:18]3[O:17][CH2:16]2)[N:24]=[C:23]([CH3:28])[CH:22]=[CH:21]4)=[CH:30]1. The catalyst class is: 7. (4) Reactant: [NH2:1][C:2]1[N:7]=[CH:6][N:5]=[C:4]2[N:8]([C@@H:26]3[CH2:31][CH2:30][CH2:29][N:28](C(OC(C)(C)C)=O)[CH2:27]3)[N:9]=[C:10]([C:11]3[CH:16]=[CH:15][C:14]([O:17][C:18]4[C:23]([F:24])=[CH:22][CH:21]=[CH:20][C:19]=4[F:25])=[CH:13][CH:12]=3)[C:3]=12.C(O)(C(F)(F)F)=O. Product: [F:25][C:19]1[CH:20]=[CH:21][CH:22]=[C:23]([F:24])[C:18]=1[O:17][C:14]1[CH:13]=[CH:12][C:11]([C:10]2[C:3]3[C:4](=[N:5][CH:6]=[N:7][C:2]=3[NH2:1])[N:8]([C@@H:26]3[CH2:31][CH2:30][CH2:29][NH:28][CH2:27]3)[N:9]=2)=[CH:16][CH:15]=1. The catalyst class is: 4. (5) Product: [OH:12][CH2:11][C:15]1[CH:16]=[CH:17][C:18]2[CH2:25][CH:24]3[C:26]4([CH2:30][N:29]([CH2:31][C:32]([F:35])([F:33])[F:34])[S:28](=[O:37])(=[O:36])[NH:27]4)[CH:21]([CH2:22][CH2:23]3)[CH2:20][C:19]=2[CH:38]=1. Reactant: [H-].C([Al+]CC(C)C)C(C)C.[C:11]([C:15]1[CH:16]=[CH:17][C:18]2[CH2:25][CH:24]3[C:26]4([CH2:30][N:29]([CH2:31][C:32]([F:35])([F:34])[F:33])[S:28](=[O:37])(=[O:36])[NH:27]4)[CH:21]([CH2:22][CH2:23]3)[CH2:20][C:19]=2[CH:38]=1)(OC)=[O:12]. The catalyst class is: 7. (6) Reactant: Cl.[NH2:2][C:3]1[CH:35]=[CH:34][C:6]2[NH:7][C:8]([C:13]3[C:14](=[O:33])[C:15]([CH2:25][CH2:26][CH2:27][CH2:28][C:29]([CH3:32])([CH3:31])[CH3:30])([CH3:24])[C:16]4[C:21]([C:22]=3[OH:23])=[CH:20][CH:19]=[CH:18][CH:17]=4)=[N:9][S:10](=[O:12])(=[O:11])[C:5]=2[CH:4]=1.[S:36](Cl)([CH3:39])(=[O:38])=[O:37].N1C=CC=CC=1. Product: [CH3:32][C:29]([CH3:30])([CH3:31])[CH2:28][CH2:27][CH2:26][CH2:25][C:15]1([CH3:24])[C:16]2[C:21](=[CH:20][CH:19]=[CH:18][CH:17]=2)[C:22]([OH:23])=[C:13]([C:8]2[NH:7][C:6]3[CH:34]=[CH:35][C:3]([NH:2][S:36]([CH3:39])(=[O:38])=[O:37])=[CH:4][C:5]=3[S:10](=[O:12])(=[O:11])[N:9]=2)[C:14]1=[O:33]. The catalyst class is: 21. (7) Reactant: [OH:1][C:2]1[C:7]([CH2:8][CH2:9][CH3:10])=[C:6]([SH:11])[CH:5]=[CH:4][C:3]=1[C:12](=[O:14])[CH3:13].I[CH2:16][C:17]1[CH:22]=[CH:21][C:20]([C@H:23]([O:32][CH:33]2[CH2:38][CH2:37][CH2:36][CH2:35][O:34]2)[C:24]2[CH:25]=[C:26]([CH:29]=[CH:30][CH:31]=2)[C:27]#[N:28])=[CH:19][CH:18]=1.C(=O)([O-])[O-].[Cs+].[Cs+].O. Product: [C:12]([C:3]1[CH:4]=[CH:5][C:6]([S:11][CH2:16][C:17]2[CH:18]=[CH:19][C:20]([C@H:23]([O:32][CH:33]3[CH2:38][CH2:37][CH2:36][CH2:35][O:34]3)[C:24]3[CH:25]=[C:26]([CH:29]=[CH:30][CH:31]=3)[C:27]#[N:28])=[CH:21][CH:22]=2)=[C:7]([CH2:8][CH2:9][CH3:10])[C:2]=1[OH:1])(=[O:14])[CH3:13]. The catalyst class is: 131. (8) Reactant: [CH2:1]([O:3][C:4]([C:6]1[C:10]([CH2:11][C:12]2[CH:17]=[CH:16][CH:15]=[CH:14][CH:13]=2)=[CH:9][S:8][C:7]=1[NH2:18])=[O:5])[CH3:2].[C:19]1(=O)[O:24][C:22](=[O:23])[C:21]2=[CH:25][CH:26]=[CH:27][CH:28]=[C:20]12. Product: [CH2:1]([O:3][C:4]([C:6]1[C:10]([CH2:11][C:12]2[CH:17]=[CH:16][CH:15]=[CH:14][CH:13]=2)=[CH:9][S:8][C:7]=1[N:18]1[C:22](=[O:23])[C:21]2[C:20](=[CH:28][CH:27]=[CH:26][CH:25]=2)[C:19]1=[O:24])=[O:5])[CH3:2]. The catalyst class is: 15. (9) Reactant: [Br:1][C:2]1[CH:7]=[CH:6][C:5]([Cl:8])=[CH:4][C:3]=1[OH:9].[CH2:10](Br)[C:11]1[CH:16]=[CH:15][CH:14]=[CH:13][CH:12]=1.C(=O)([O-])[O-].[K+].[K+]. Product: [Br:1][C:2]1[CH:7]=[CH:6][C:5]([Cl:8])=[CH:4][C:3]=1[O:9][CH2:10][C:11]1[CH:16]=[CH:15][CH:14]=[CH:13][CH:12]=1. The catalyst class is: 21. (10) Reactant: [NH2:1][C:2]1[CH:3]=[CH:4][C:5]2[CH2:9][O:8][B:7]([OH:10])[C:6]=2[CH:11]=1.CN1CCOCC1.Cl[S:20]([C:23]1[CH:28]=[CH:27][C:26]([NH:29][C:30](=[O:35])[C:31]([F:34])([F:33])[F:32])=[CH:25][C:24]=1[CH2:36][C:37]([O:39][CH3:40])=[O:38])(=[O:22])=[O:21]. Product: [OH:10][B:7]1[C:6]2[CH:11]=[C:2]([NH:1][S:20]([C:23]3[CH:28]=[CH:27][C:26]([NH:29][C:30](=[O:35])[C:31]([F:32])([F:33])[F:34])=[CH:25][C:24]=3[CH2:36][C:37]([O:39][CH3:40])=[O:38])(=[O:21])=[O:22])[CH:3]=[CH:4][C:5]=2[CH2:9][O:8]1. The catalyst class is: 10.